From a dataset of Peptide-MHC class II binding affinity with 134,281 pairs from IEDB. Regression. Given a peptide amino acid sequence and an MHC pseudo amino acid sequence, predict their binding affinity value. This is MHC class II binding data. (1) The peptide sequence is DCVVKPIDDRFANALLA. The MHC is DRB1_0401 with pseudo-sequence DRB1_0401. The binding affinity (normalized) is 0.469. (2) The MHC is DRB5_0101 with pseudo-sequence DRB5_0101. The binding affinity (normalized) is 0.157. The peptide sequence is ALSRVHSMFLGTGGS. (3) The peptide sequence is LALGNQEGSLKTALT. The MHC is DRB1_0101 with pseudo-sequence DRB1_0101. The binding affinity (normalized) is 0.243. (4) The MHC is DRB3_0202 with pseudo-sequence DRB3_0202. The binding affinity (normalized) is 0.341. The peptide sequence is LLKLTVAVGLHFHEM. (5) The peptide sequence is GQNYTYKWETFLTRE. The MHC is HLA-DPA10301-DPB10402 with pseudo-sequence HLA-DPA10301-DPB10402. The binding affinity (normalized) is 1.00. (6) The peptide sequence is SGPLKAEIAQRLEDV. The MHC is DRB3_0101 with pseudo-sequence DRB3_0101. The binding affinity (normalized) is 0.594.